From a dataset of Forward reaction prediction with 1.9M reactions from USPTO patents (1976-2016). Predict the product of the given reaction. The product is: [Cl:30][C:24]1[CH:25]=[C:26]([Cl:29])[CH:27]=[CH:28][C:23]=1[C:11]1[C:12](=[O:22])[O:13][C:14]2[C:19]([C:10]=1[CH2:9][C:8]1[CH:31]=[CH:32][C:5]([O:4][CH2:3][CH2:2][N:33]3[CH2:37][CH2:36][CH2:35][CH2:34]3)=[CH:6][CH:7]=1)=[CH:18][CH:17]=[C:16]([OH:20])[C:15]=2[I:21]. Given the reactants Br[CH2:2][CH2:3][O:4][C:5]1[CH:32]=[CH:31][C:8]([CH2:9][C:10]2[C:19]3[C:14](=[C:15]([I:21])[C:16]([OH:20])=[CH:17][CH:18]=3)[O:13][C:12](=[O:22])[C:11]=2[C:23]2[CH:28]=[CH:27][C:26]([Cl:29])=[CH:25][C:24]=2[Cl:30])=[CH:7][CH:6]=1.[NH:33]1[CH2:37][CH2:36][CH2:35][CH2:34]1, predict the reaction product.